Dataset: Full USPTO retrosynthesis dataset with 1.9M reactions from patents (1976-2016). Task: Predict the reactants needed to synthesize the given product. (1) Given the product [NH2:12][C:8]1[C:7]2[N:13]=[C:14]([CH2:20][O:22][N:23]3[C:27](=[O:28])[C:26]4[C:25](=[CH:32][CH:31]=[CH:30][CH:29]=4)[C:24]3=[O:33])[N:15]([CH2:16][CH:17]([CH3:19])[CH3:18])[C:6]=2[C:5]2[CH:4]=[CH:3][C:2]([Br:1])=[CH:11][C:10]=2[N:9]=1, predict the reactants needed to synthesize it. The reactants are: [Br:1][C:2]1[CH:3]=[CH:4][C:5]2[C:6]3[N:15]([CH2:16][CH:17]([CH3:19])[CH3:18])[C:14]([CH2:20]Cl)=[N:13][C:7]=3[C:8]([NH2:12])=[N:9][C:10]=2[CH:11]=1.[OH:22][N:23]1[C:27](=[O:28])[C:26]2=[CH:29][CH:30]=[CH:31][CH:32]=[C:25]2[C:24]1=[O:33].C(N(CC)CC)C.C(OCC)C. (2) The reactants are: [O:1]=[C:2]1[CH2:10][C:9]2[C:4](=[CH:5][C:6]([C:11]([C:13]3[CH:14]=[C:15]([NH:19][C:20]([C:22]4[N:23]([CH:27]([CH3:29])[CH3:28])[N:24]=[CH:25][CH:26]=4)=[O:21])[CH:16]=[CH:17][CH:18]=3)=[O:12])=[CH:7][CH:8]=2)[NH:3]1.[CH:30](OCC)=[O:31].[O-]CC.[Na+].Cl. Given the product [OH:31][CH:30]=[C:10]1[C:9]2[C:4](=[CH:5][C:6]([C:11]([C:13]3[CH:14]=[C:15]([NH:19][C:20]([C:22]4[N:23]([CH:27]([CH3:29])[CH3:28])[N:24]=[CH:25][CH:26]=4)=[O:21])[CH:16]=[CH:17][CH:18]=3)=[O:12])=[CH:7][CH:8]=2)[NH:3][C:2]1=[O:1], predict the reactants needed to synthesize it. (3) Given the product [CH:1]1([NH:6][C@H:7]2[CH2:11][CH2:10][CH2:9][C@H:8]2[NH:12][C:17](=[O:18])[C:16]2[C:20]([C:28]([F:29])([F:30])[F:31])=[CH:21][C:22]([C:24]([F:25])([F:26])[F:27])=[CH:23][C:15]=2[S:14][CH3:13])[CH2:5][CH2:4][CH2:3][CH2:2]1, predict the reactants needed to synthesize it. The reactants are: [CH:1]1([NH:6][CH:7]2[CH2:11][CH2:10][CH2:9][CH:8]2[NH2:12])[CH2:5][CH2:4][CH2:3][CH2:2]1.[CH3:13][S:14][C:15]1[CH:23]=[C:22]([C:24]([F:27])([F:26])[F:25])[CH:21]=[C:20]([C:28]([F:31])([F:30])[F:29])[C:16]=1[C:17](O)=[O:18]. (4) Given the product [CH2:1]([CH:4]1[N:8]([CH3:22])[C:7](=[O:9])[N:6]([C:10]2[CH:15]=[C:14]([C:16]([F:17])([F:19])[F:18])[CH:13]=[CH:12][N:11]=2)[C:5]1=[O:20])[CH:2]=[CH2:3], predict the reactants needed to synthesize it. The reactants are: [CH2:1]([CH:4]1[NH:8][C:7](=[O:9])[N:6]([C:10]2[CH:15]=[C:14]([C:16]([F:19])([F:18])[F:17])[CH:13]=[CH:12][N:11]=2)[C:5]1=[O:20])[CH:2]=[CH2:3].[Li+].[CH3:22][Si]([N-][Si](C)(C)C)(C)C.IC. (5) Given the product [Br:1][C:2]1[C:3]2[N:4]([N:11]=[CH:10][N:9]=2)[C:5]([Cl:8])=[CH:6][CH:7]=1, predict the reactants needed to synthesize it. The reactants are: [Br:1][C:2]1[C:3]([NH:9][CH:10]=[N:11]O)=[N:4][C:5]([Cl:8])=[CH:6][CH:7]=1.C([O-])(O)=O.[Na+]. (6) Given the product [N:1]1([C:21]([O:20][C:17]([CH3:19])([CH3:18])[CH3:16])=[O:22])[CH2:8][CH2:7][CH2:6][C@H:2]1[C:3]([OH:5])=[O:4], predict the reactants needed to synthesize it. The reactants are: [NH:1]1[CH2:8][CH2:7][CH2:6][C@H:2]1[C:3]([OH:5])=[O:4].C(N(CC)CC)C.[CH3:16][C:17]([O:20][C:21](O[C:21]([O:20][C:17]([CH3:19])([CH3:18])[CH3:16])=[O:22])=[O:22])([CH3:19])[CH3:18].C(Cl)(Cl)Cl.CO. (7) Given the product [CH2:57]([N:60]([CH2:61][CH2:62][CH3:63])[C:33]([C:11]1=[CH:12][C:13]2[CH:19]=[CH:18][C:17]([C:20]3[CH:25]=[CH:24][C:23]([C:26]([N:28]4[CH2:32][CH2:31][CH2:30][CH2:29]4)=[O:27])=[CH:22][CH:21]=3)=[CH:16][C:14]=2[N:15]=[C:9]([NH:8][C:6](=[O:7])[O:5][C:1]([CH3:2])([CH3:3])[CH3:4])[CH2:10]1)=[O:35])[CH2:58][CH3:59], predict the reactants needed to synthesize it. The reactants are: [C:1]([O:5][C:6]([NH:8][C:9]1[CH2:10][C:11]([C:33]([OH:35])=O)=[CH:12][C:13]2[CH:19]=[CH:18][C:17]([C:20]3[CH:25]=[CH:24][C:23]([C:26]([N:28]4[CH2:32][CH2:31][CH2:30][CH2:29]4)=[O:27])=[CH:22][CH:21]=3)=[CH:16][C:14]=2[N:15]=1)=[O:7])([CH3:4])([CH3:3])[CH3:2].C1C=CC2N(O)N=NC=2C=1.CCN=C=NCCCN(C)C.[CH2:57]([NH:60][CH2:61][CH2:62][CH3:63])[CH2:58][CH3:59].C(N(CC)CC)C. (8) Given the product [N:1]1[CH:2]=[CH:3][C:4]([C:7]2[N:8]=[C:9]([CH2:12][NH2:13])[NH:10][CH:11]=2)=[CH:5][CH:6]=1, predict the reactants needed to synthesize it. The reactants are: [N:1]1[CH:6]=[CH:5][C:4]([C:7]2[N:8]=[C:9]([CH2:12][NH:13]C(=O)OCC3C=CC=CC=3)[NH:10][CH:11]=2)=[CH:3][CH:2]=1.